Dataset: Forward reaction prediction with 1.9M reactions from USPTO patents (1976-2016). Task: Predict the product of the given reaction. (1) Given the reactants [CH3:1][CH:2]([CH3:37])[C@H:3]([NH:24][C:25](=[O:36])[C@@H:26]([NH:28]C(=O)OC(C)(C)C)[CH3:27])[C:4](=[O:23])[N:5]1[C:9]2=[N:10][CH:11]=[CH:12][CH:13]=[C:8]2[CH2:7][C@H:6]1[C:14](=[O:22])[NH:15][C:16]1[CH:21]=[CH:20][CH:19]=[CH:18][CH:17]=1.C(O)(C(F)(F)F)=O, predict the reaction product. The product is: [NH2:28][C@@H:26]([CH3:27])[C:25]([NH:24][C@@H:3]([CH:2]([CH3:37])[CH3:1])[C:4]([N:5]1[C:9]2=[N:10][CH:11]=[CH:12][CH:13]=[C:8]2[CH2:7][C@H:6]1[C:14]([NH:15][C:16]1[CH:17]=[CH:18][CH:19]=[CH:20][CH:21]=1)=[O:22])=[O:23])=[O:36]. (2) Given the reactants [Br:1][C:2]1[CH:3]=[C:4]([CH:9]=[CH:10][C:11]=1[CH2:12]Br)[C:5]([O:7][CH3:8])=[O:6].C(=O)([O-])[O-].[K+].[K+].CC#N.[NH2:23][CH2:24][CH2:25][OH:26], predict the reaction product. The product is: [Br:1][C:2]1[CH:3]=[C:4]([CH:9]=[CH:10][C:11]=1[CH2:12][NH:23][CH2:24][CH2:25][OH:26])[C:5]([O:7][CH3:8])=[O:6]. (3) Given the reactants [Br:1][C:2]1[S:3][C:4]([O:7][C:8]2[CH:13]=[CH:12][C:11]([O:14]C)=[CH:10][CH:9]=2)=[N:5][N:6]=1.B(Br)(Br)Br, predict the reaction product. The product is: [Br:1][C:2]1[S:3][C:4]([O:7][C:8]2[CH:9]=[CH:10][C:11]([OH:14])=[CH:12][CH:13]=2)=[N:5][N:6]=1. (4) Given the reactants [F:1][CH:2]([F:38])[O:3][C:4]1[N:9]=[CH:8][C:7]([C@@H:10]([N:19]2[CH:23]=[CH:22][N:21]([CH2:24][CH2:25][CH2:26][C:27]3[CH:36]=[CH:35][C:34]4[CH2:33][CH2:32][CH2:31][NH:30][C:29]=4[N:28]=3)[C:20]2=[O:37])[CH2:11][C:12]([O:14][C:15]([CH3:18])([CH3:17])[CH3:16])=[O:13])=[CH:6][CH:5]=1, predict the reaction product. The product is: [F:38][CH:2]([F:1])[O:3][C:4]1[N:9]=[CH:8][C:7]([C@@H:10]([N:19]2[CH2:23][CH2:22][N:21]([CH2:24][CH2:25][CH2:26][C:27]3[CH:36]=[CH:35][C:34]4[CH2:33][CH2:32][CH2:31][NH:30][C:29]=4[N:28]=3)[C:20]2=[O:37])[CH2:11][C:12]([O:14][C:15]([CH3:18])([CH3:17])[CH3:16])=[O:13])=[CH:6][CH:5]=1. (5) Given the reactants Br[C:2]1[N:3]=[C:4]2[C:10]3[CH:11]=[CH:12][CH:13]=[CH:14][C:9]=3[NH:8][C:7]3[N:15]=[CH:16][CH:17]=[CH:18][C:6]=3[N:5]2[C:19]=1[C:20]1[CH:25]=[CH:24][C:23]([C:26]2([NH:30]C(=O)OC(C)(C)C)[CH2:29][CH2:28][CH2:27]2)=[CH:22][CH:21]=1.CC1(C)C(C)(C)OB([C:46]2[CH:47]=[C:48]3[NH:54][CH:53]=[CH:52][C:49]3=[N:50][CH:51]=2)O1.[O-]P([O-])([O-])=O.[K+].[K+].[K+], predict the reaction product. The product is: [NH:54]1[C:48]2[C:49](=[N:50][CH:51]=[C:46]([C:2]3[N:3]=[C:4]4[C:10]5[CH:11]=[CH:12][CH:13]=[CH:14][C:9]=5[NH:8][C:7]5[N:15]=[CH:16][CH:17]=[CH:18][C:6]=5[N:5]4[C:19]=3[C:20]3[CH:21]=[CH:22][C:23]([C:26]4([NH2:30])[CH2:29][CH2:28][CH2:27]4)=[CH:24][CH:25]=3)[CH:47]=2)[CH:52]=[CH:53]1. (6) Given the reactants [OH:1][CH:2]([C:6]1[C:11]2[S:12][CH:13]=[CH:14][C:10]=2[C:9]([OH:15])=[CH:8][CH:7]=1)C([O-])=O.C([NH+](CCCC)CCCC)CCC.C(O)C.S(=O)(=O)(O)O.C(OC(C)C)(=O)C, predict the reaction product. The product is: [OH:15][C:9]1[C:10]2[CH:14]=[CH:13][S:12][C:11]=2[C:6]([CH:2]=[O:1])=[CH:7][CH:8]=1. (7) Given the reactants [F:1][C:2]1[CH:7]=[CH:6][CH:5]=[CH:4][C:3]=1[NH:8][C:9]([NH2:11])=[O:10].[F:12][C:13]([F:24])([F:23])[C:14](=O)[CH:15](Cl)[C:16]([O:18][CH2:19][CH3:20])=[O:17], predict the reaction product. The product is: [F:1][C:2]1[CH:7]=[CH:6][CH:5]=[CH:4][C:3]=1[NH:8][C:9]1[O:10][C:15]([C:16]([O:18][CH2:19][CH3:20])=[O:17])=[C:14]([C:13]([F:12])([F:24])[F:23])[N:11]=1.